From a dataset of hERG Central: cardiac toxicity at 1µM, 10µM, and general inhibition. Predict hERG channel inhibition at various concentrations. The compound is OC(CNCc1ccco1)Cn1c2ccccc2c2ccccc21. Results: hERG_inhib (hERG inhibition (general)): blocker.